From a dataset of Acute oral toxicity (LD50) regression data from Zhu et al.. Regression/Classification. Given a drug SMILES string, predict its toxicity properties. Task type varies by dataset: regression for continuous values (e.g., LD50, hERG inhibition percentage) or binary classification for toxic/non-toxic outcomes (e.g., AMES mutagenicity, cardiotoxicity, hepatotoxicity). Dataset: ld50_zhu. (1) The compound is CNC. The rat oral LD50 is 1.81, given as -log10 of the dose in mol/kg body weight (higher means more acutely toxic). (2) The drug is Cc1cc(C)cc(OCC2CNC(=O)O2)c1. The rat oral LD50 is 2.46, given as -log10 of the dose in mol/kg body weight (higher means more acutely toxic). (3) The drug is C1=CCC(C2CC3C=CC2C3)CC1. The rat oral LD50 is 1.61, given as -log10 of the dose in mol/kg body weight (higher means more acutely toxic). (4) The drug is CC(C)(C)C(O)C(=Cc1ccc(Cl)cc1Cl)n1cncn1. The rat oral LD50 is 2.84, given as -log10 of the dose in mol/kg body weight (higher means more acutely toxic).